From a dataset of Drug-target binding data from BindingDB using Kd measurements. Regression. Given a target protein amino acid sequence and a drug SMILES string, predict the binding affinity score between them. We predict pKd (pKd = -log10(Kd in M); higher means stronger binding). Dataset: bindingdb_kd. (1) The small molecule is CCCCNc1ccc(C(=O)OCCN(C)C)cc1. The target protein (Q00194) has sequence MKKVIINTWHSFVNIPNVVGPDVEKEITRMENGACSSFSGDDDDSASMFEESETENPHARDSFRSNTHGSGQPSQREQYLPGAIALFNVNNSSNKEQEPKEKKKKKKEKKSKPDDKNENKKDPEKKKKKEKDKDKKKKEEKGKDKKEEEKKEVVVIDPSGNTYYNWLFCITLPVMYNWTMIIARACFDELQSDYLEYWLAFDYLSDVVYLLDMFVRTRTGYLEQGLLVKEERKLIDKYKSTFQFKLDVLSVIPTDLLYIKFGWNYPEIRLNRLLRISRMFEFFQRTETRTNYPNIFRISNLVMYIIIIIHWNACVYFSISKAIGFGNDTWVYPDVNDPDFGRLARKYVYSLYWSTLTLTTIGETPPPVRDSEYFFVVADFLIGVLIFATIVGNIGSMISNMNAARAEFQARIDAIKQYMHFRNVSKDMEKRVIKWFDYLWTNKKTVDEREVLKYLPDKLRAEIAINVHLDTLKKVRIFADCEAGLLVELVLKLQPQVYSP.... The pKd is 4.9. (2) The drug is CC[C@H]1O[C@@H](n2cnc3c(N)ncnc32)[C@H]2O[B-]3(OCc4cc(F)ccc43)OC21. The target protein sequence is MSGPVTFEKTFRRDALIDIEKKYQKVWAEEKVFEVDAPTFEECPIEDVEQVQEAHPKFFATMAYPYMNGVLHAGHAFTLSKVEFATGFQRMNGKRALFPLGFHCTGMPIKAAADKIKREVELFGSDFSKAPIDDEDAVESQQPAKTETKREDVTKFSSKKSKAAAKQGRAKFQYEIMMQLGIPREEVAKFANTDYWLEFFPPLCQKDVTAFGARVDWRRSMITTDANPYYDAFVRWQINRLRDVGKIKFGERYTIYSEKDGQACLDHDRQSGEGVGPQEYVGIKIRLTDVAPQAQELFKKENLDVKENKVYLVAATLRPETMYGQTCCFVSPKIDYGVFDAGNGDYFITTERAFKNMSFQNLTPKRGYYKPLFIINGKTLIGSRIDAPYAVNKNLRVLPMETVLATKGTGVVTCVPSDSPDDFVTTRDLANKPEYYGIEKDWVQTDIVPIVHTEKYGDKCAEFLVNDLKIQSPKDSVQLANAKELAYKEGFYNGTMLIGK.... The pKd is 4.3. (3) The small molecule is Cc1ccc2nc(NCCN)c3ncc(C)n3c2c1. The target protein (Q96BR1) has sequence MQRDHTMDYKESCPSVSIPSSDEHREKKKRFTVYKVLVSVGRSEWFVFRRYAEFDKLYNTLKKQFPAMALKIPAKRIFGDNFDPDFIKQRRAGLNEFIQNLVRYPELYNHPDVRAFLQMDSPKHQSDPSEDEDERSSQKLHSTSQNINLGPSGNPHAKPTDFDFLKVIGKGSFGKVLLAKRKLDGKFYAVKVLQKKIVLNRKEQKHIMAERNVLLKNVKHPFLVGLHYSFQTTEKLYFVLDFVNGGELFFHLQRERSFPEHRARFYAAEIASALGYLHSIKIVYRDLKPENILLDSVGHVVLTDFGLCKEGIAISDTTTTFCGTPEYLAPEVIRKQPYDNTVDWWCLGAVLYEMLYGLPPFYCRDVAEMYDNILHKPLSLRPGVSLTAWSILEELLEKDRQNRLGAKEDFLEIQNHPFFESLSWADLVQKKIPPPFNPNVAGPDDIRNFDTAFTEETVPYSVCVSSDYSIVNASVLEADDAFVGFSYAPPSEDLFL. The pKd is 5.0. (4) The compound is C[C@@H](Oc1cc(-n2cnc3ccc(CN4CCN(C)CC4)cc32)sc1C(N)=O)c1ccccc1C(F)(F)F. The target protein sequence is MCTVVDPRIVRRYLLRRQLGQGAYGIVWKAVDRRTGEVVAIKKIFDAFRDKTDAQRTFREITLLQEFGDHPNIISLLDVIRAENDRDIYLVFEFMDTDLNAVIRKGGLLQDVHVRSIFYQLLRATRFLHSGHVVHRDQKPSNVLLDANCTVKLCDFGLARSLGDLPEGPEDQAVTEYVATRWYRAPEVLLSSHRYTLGVDMWSLGCILGEMLRGRPLFPGTSTLHQLELILETIPPPSEEDLLALGSGCRASVLHQLGSRPRQTLDALLPPDTSPEALDLLRRLLVFAPDKRLSATQALQHPYVQRFHCPSDEWAREADVRPRAHEGVQLSVPEYRSRVYQMILECGGSSGTSREKGPEGVSPSQAHLHKPRADPQLPSRTPVQGPRPRPQSSPGHDPAEHESPRAAKNVPRQNSAPLLQTALLGNGERPPGAKEAPPLTLSLVKPSGRGAAPSLTSQAAAQVANQALIRGDWNRGGGVRVASVQQVPPRLPPEARPGRR.... The pKd is 5.0.